Task: Predict the reactants needed to synthesize the given product.. Dataset: Full USPTO retrosynthesis dataset with 1.9M reactions from patents (1976-2016) (1) Given the product [F:21][C:18]1[CH:19]=[CH:20][C:15]([C:9]2[C:8]3[C:13](=[CH:14][C:5]([CH3:1])=[CH:6][CH:7]=3)[N:12]=[CH:11][CH:10]=2)=[CH:16][CH:17]=1, predict the reactants needed to synthesize it. The reactants are: [CH3:1][Mg]Br.Cl[C:5]1[CH:14]=[C:13]2[C:8]([C:9]([C:15]3[CH:20]=[CH:19][C:18]([F:21])=[CH:17][CH:16]=3)=[CH:10][CH:11]=[N:12]2)=[CH:7][CH:6]=1. (2) Given the product [OH:32][NH:31][C:12](=[O:13])[C:11]([S:8]([C:5]1[CH:4]=[CH:3][C:2]([F:1])=[CH:7][CH:6]=1)(=[O:9])=[O:10])([CH2:23][C:24]1[CH:25]=[N:26][CH:27]=[CH:28][CH:29]=1)[CH2:15][C:16]#[C:17][CH2:18][CH2:19][CH2:20][CH2:21][CH3:22], predict the reactants needed to synthesize it. The reactants are: [F:1][C:2]1[CH:7]=[CH:6][C:5]([S:8]([C:11]([CH2:23][C:24]2[CH:25]=[N:26][CH:27]=[CH:28][CH:29]=2)([CH2:15][C:16]#[C:17][CH2:18][CH2:19][CH2:20][CH2:21][CH3:22])[C:12](O)=[O:13])(=[O:10])=[O:9])=[CH:4][CH:3]=1.Cl.[NH2:31][OH:32].